Dataset: Peptide-MHC class I binding affinity with 185,985 pairs from IEDB/IMGT. Task: Regression. Given a peptide amino acid sequence and an MHC pseudo amino acid sequence, predict their binding affinity value. This is MHC class I binding data. (1) The peptide sequence is ETESVNSNY. The MHC is HLA-B15:09 with pseudo-sequence HLA-B15:09. The binding affinity (normalized) is 0.0847. (2) The peptide sequence is SAEVVTLWY. The MHC is HLA-B27:03 with pseudo-sequence HLA-B27:03. The binding affinity (normalized) is 0.0847. (3) The peptide sequence is RFNNLTVYF. The MHC is HLA-A30:01 with pseudo-sequence HLA-A30:01. The binding affinity (normalized) is 0.232. (4) The peptide sequence is TTEANAGQF. The MHC is HLA-A02:01 with pseudo-sequence HLA-A02:01. The binding affinity (normalized) is 0.0847. (5) The MHC is Patr-B0101 with pseudo-sequence Patr-B0101. The binding affinity (normalized) is 0.00384. The peptide sequence is VAEDLNLGNL. (6) The peptide sequence is SEVKFKYVL. The MHC is HLA-A26:01 with pseudo-sequence HLA-A26:01. The binding affinity (normalized) is 0.0847. (7) The peptide sequence is LNCLTLLLSV. The MHC is HLA-A68:02 with pseudo-sequence HLA-A68:02. The binding affinity (normalized) is 0.219. (8) The peptide sequence is IIALLIIPPK. The MHC is HLA-A33:01 with pseudo-sequence HLA-A33:01. The binding affinity (normalized) is 0.165. (9) The peptide sequence is RPNMSRRVF. The MHC is HLA-B51:01 with pseudo-sequence HLA-B51:01. The binding affinity (normalized) is 0.00564. (10) The peptide sequence is EVIPMFSAL. The MHC is HLA-B58:01 with pseudo-sequence HLA-B58:01. The binding affinity (normalized) is 0.0839.